The task is: Predict which catalyst facilitates the given reaction.. This data is from Catalyst prediction with 721,799 reactions and 888 catalyst types from USPTO. (1) The catalyst class is: 203. Product: [F:15][C:16]1[CH:21]=[CH:20][C:19]([C:2]2[C:11]3[C:6](=[CH:7][C:8]([CH3:12])=[CH:9][CH:10]=3)[N:5]=[C:4]([C:13]#[N:14])[CH:3]=2)=[CH:18][CH:17]=1. Reactant: Cl[C:2]1[C:11]2[C:6](=[CH:7][C:8]([CH3:12])=[CH:9][CH:10]=2)[N:5]=[C:4]([C:13]#[N:14])[CH:3]=1.[F:15][C:16]1[CH:21]=[CH:20][C:19](B(O)O)=[CH:18][CH:17]=1.C([O-])([O-])=O.[Na+].[Na+]. (2) Reactant: C([NH:8][CH2:9][C:10](=[O:30])[CH2:11][CH2:12][C:13]([O:15][CH:16]([C:24]1[CH:29]=[CH:28][CH:27]=[CH:26][CH:25]=1)[C:17]([O:19]C(C)(C)C)=[O:18])=[O:14])(OC(C)(C)C)=O.[BrH:31]. Product: [BrH:31].[NH2:8][CH2:9][C:10](=[O:30])[CH2:11][CH2:12][C:13]([O:15][CH:16]([C:17]([OH:19])=[O:18])[C:24]1[CH:29]=[CH:28][CH:27]=[CH:26][CH:25]=1)=[O:14]. The catalyst class is: 15. (3) Reactant: [NH2:1][C:2]1[C:7]([N+:8]([O-:10])=[O:9])=[CH:6][CH:5]=[CH:4][C:3]=1[OH:11].CN(C)C=O.C(=O)([O-])[O-].[K+].[K+].Br[CH2:24][C:25]([O:27][C:28]([CH3:31])([CH3:30])[CH3:29])=[O:26]. Product: [NH2:1][C:2]1[C:7]([N+:8]([O-:10])=[O:9])=[CH:6][CH:5]=[CH:4][C:3]=1[O:11][CH2:24][C:25]([O:27][C:28]([CH3:31])([CH3:30])[CH3:29])=[O:26]. The catalyst class is: 6.